This data is from Full USPTO retrosynthesis dataset with 1.9M reactions from patents (1976-2016). The task is: Predict the reactants needed to synthesize the given product. (1) Given the product [ClH:28].[N:15]1([C:13](=[O:14])[CH2:12][C:9]2[CH:10]=[N:11][C:6]([N:1]3[CH:5]=[N:4][N:3]=[N:2]3)=[CH:7][CH:8]=2)[CH2:16][CH2:17][NH:18][CH2:19][CH2:20]1, predict the reactants needed to synthesize it. The reactants are: [N:1]1([C:6]2[N:11]=[CH:10][C:9]([CH2:12][C:13]([N:15]3[CH2:20][CH2:19][N:18](C(OC(C)(C)C)=O)[CH2:17][CH2:16]3)=[O:14])=[CH:8][CH:7]=2)[CH:5]=[N:4][N:3]=[N:2]1.[ClH:28].CCOC(C)=O. (2) Given the product [Cl:11][C:9]1[CH:8]=[C:7]([F:12])[C:6]([NH:13][CH3:14])=[C:5]([CH:10]=1)[C:4]([OH:15])=[O:3], predict the reactants needed to synthesize it. The reactants are: C([O:3][C:4](=[O:15])[C:5]1[CH:10]=[C:9]([Cl:11])[CH:8]=[C:7]([F:12])[C:6]=1[NH:13][CH3:14])C.[OH-].[Na+].